This data is from NCI-60 drug combinations with 297,098 pairs across 59 cell lines. The task is: Regression. Given two drug SMILES strings and cell line genomic features, predict the synergy score measuring deviation from expected non-interaction effect. (1) Drug 1: C1=CC(=C2C(=C1NCCNCCO)C(=O)C3=C(C=CC(=C3C2=O)O)O)NCCNCCO. Drug 2: C1=CC=C(C=C1)NC(=O)CCCCCCC(=O)NO. Cell line: HCT-15. Synergy scores: CSS=60.2, Synergy_ZIP=3.49, Synergy_Bliss=4.48, Synergy_Loewe=-18.3, Synergy_HSA=5.81. (2) Synergy scores: CSS=30.7, Synergy_ZIP=0.927, Synergy_Bliss=3.72, Synergy_Loewe=-30.2, Synergy_HSA=3.51. Cell line: RPMI-8226. Drug 2: CCC1(C2=C(COC1=O)C(=O)N3CC4=CC5=C(C=CC(=C5CN(C)C)O)N=C4C3=C2)O.Cl. Drug 1: CN1C2=C(C=C(C=C2)N(CCCl)CCCl)N=C1CCCC(=O)O.Cl. (3) Drug 1: C1=CC=C(C=C1)NC(=O)CCCCCCC(=O)NO. Drug 2: CC1CCCC2(C(O2)CC(NC(=O)CC(C(C(=O)C(C1O)C)(C)C)O)C(=CC3=CSC(=N3)C)C)C. Cell line: UACC-257. Synergy scores: CSS=35.9, Synergy_ZIP=1.37, Synergy_Bliss=4.48, Synergy_Loewe=3.72, Synergy_HSA=7.55. (4) Drug 1: CS(=O)(=O)C1=CC(=C(C=C1)C(=O)NC2=CC(=C(C=C2)Cl)C3=CC=CC=N3)Cl. Drug 2: C1=CC(=CC=C1CCCC(=O)O)N(CCCl)CCCl. Cell line: MDA-MB-435. Synergy scores: CSS=-5.25, Synergy_ZIP=3.86, Synergy_Bliss=5.37, Synergy_Loewe=-4.22, Synergy_HSA=-2.19. (5) Drug 1: C1CCN(CC1)CCOC2=CC=C(C=C2)C(=O)C3=C(SC4=C3C=CC(=C4)O)C5=CC=C(C=C5)O. Drug 2: CC=C1C(=O)NC(C(=O)OC2CC(=O)NC(C(=O)NC(CSSCCC=C2)C(=O)N1)C(C)C)C(C)C. Cell line: OVCAR-5. Synergy scores: CSS=61.0, Synergy_ZIP=2.18, Synergy_Bliss=1.25, Synergy_Loewe=-28.0, Synergy_HSA=-1.46. (6) Drug 1: C1=CC(=CC=C1C#N)C(C2=CC=C(C=C2)C#N)N3C=NC=N3. Drug 2: COC1=C2C(=CC3=C1OC=C3)C=CC(=O)O2. Cell line: T-47D. Synergy scores: CSS=-1.64, Synergy_ZIP=-2.66, Synergy_Bliss=-9.28, Synergy_Loewe=-8.50, Synergy_HSA=-8.27.